Dataset: Full USPTO retrosynthesis dataset with 1.9M reactions from patents (1976-2016). Task: Predict the reactants needed to synthesize the given product. (1) Given the product [Br:16][C:13]1[CH:14]=[C:15]2[C:2]3([CH2:18][CH2:19][O:20][C:30]([NH:29][C:21](=[O:28])[C:22]4[CH:27]=[CH:26][CH:25]=[CH:24][CH:23]=4)=[N:1]3)[C:3]3[C:8](=[CH:7][CH:6]=[C:5]([I:17])[CH:4]=3)[O:9][C:10]2=[N:11][CH:12]=1, predict the reactants needed to synthesize it. The reactants are: [NH2:1][C:2]1([CH2:18][CH2:19][OH:20])[C:15]2[C:10](=[N:11][CH:12]=[C:13]([Br:16])[CH:14]=2)[O:9][C:8]2[C:3]1=[CH:4][C:5]([I:17])=[CH:6][CH:7]=2.[C:21]([N:29]=[C:30]=S)(=[O:28])[C:22]1[CH:27]=[CH:26][CH:25]=[CH:24][CH:23]=1.C1CCC(N=C=NC2CCCCC2)CC1.O. (2) Given the product [Cl:1][C:2]1[CH:16]=[CH:15][C:5]([CH2:6][NH:7][C:8](=[O:14])[CH2:9][C:10]([F:13])([F:12])[F:11])=[CH:4][C:3]=1[CH2:17][NH:22][CH:19]1[CH2:21][CH2:20]1, predict the reactants needed to synthesize it. The reactants are: [Cl:1][C:2]1[CH:16]=[CH:15][C:5]([CH2:6][NH:7][C:8](=[O:14])[CH2:9][C:10]([F:13])([F:12])[F:11])=[CH:4][C:3]=1[CH:17]=O.[CH:19]1([NH2:22])[CH2:21][CH2:20]1.[BH4-].[Na+].